Dataset: Reaction yield outcomes from USPTO patents with 853,638 reactions. Task: Predict the reaction yield, written as a fraction of the theoretical maximum amount of product (1.0 means a 100% yield; for example, 0.34 means a 34% yield). (1) The reactants are [F:1][C:2]1[CH:3]=[C:4]([S:8]([N:11]([CH2:19][CH3:20])[C@@H:12]([CH2:17]O)[C:13]([O:15]C)=[O:14])(=[O:10])=[O:9])[CH:5]=[CH:6][CH:7]=1.[OH-].[Na+]. The catalyst is O1CCOCC1. The product is [CH2:19]([N:11]([S:8]([C:4]1[CH:5]=[CH:6][CH:7]=[C:2]([F:1])[CH:3]=1)(=[O:10])=[O:9])[C:12](=[CH2:17])[C:13]([OH:15])=[O:14])[CH3:20]. The yield is 0.250. (2) The reactants are [NH2:1][C:2]1[CH:34]=[CH:33][C:32]([Cl:35])=[CH:31][C:3]=1[C:4]([NH:6][C@@H:7]([CH2:11][C:12]1[CH:17]=[CH:16][C:15]([C:18]2[CH:23]=[CH:22][CH:21]=[CH:20][C:19]=2[O:24][C:25]2[CH:30]=[CH:29][CH:28]=[CH:27][CH:26]=2)=[CH:14][CH:13]=1)[C:8]([OH:10])=[O:9])=[O:5].[CH3:36]OC(=O)[C@@H](N)CC1C=CC(C2C=CC=CC=2OC2C=CC=CC=2)=CC=1.NC1C=CC(Cl)=CC=1C(O)=O.[CH3:73][S:74][C:75]1[CH:80]=[CH:79][C:78](B(O)O)=[CH:77][CH:76]=1.C(N(CC)CC)C. The catalyst is C([O-])(=O)C.[Cu+2].C([O-])(=O)C. The product is [CH3:36][O:9][C:8](=[O:10])[CH:7]([NH:6][C:4](=[O:5])[C:3]1[CH:31]=[C:32]([Cl:35])[CH:33]=[CH:34][C:2]=1[NH:1][C:78]1[CH:79]=[CH:80][C:75]([S:74][CH3:73])=[CH:76][CH:77]=1)[CH2:11][C:12]1[CH:13]=[CH:14][C:15]([C:18]2[CH:23]=[CH:22][CH:21]=[CH:20][C:19]=2[O:24][C:25]2[CH:26]=[CH:27][CH:28]=[CH:29][CH:30]=2)=[CH:16][CH:17]=1. The yield is 0.390. (3) The reactants are Br[C:2]1[CH:6]=[CH:5][S:4][C:3]=1[C:7]([N:9]([C:17]1[CH:22]=[CH:21][C:20]([O:23][CH3:24])=[CH:19][C:18]=1[F:25])C(=O)OC(C)(C)C)=[O:8]. The catalyst is CC(C)([P](C(C)(C)C)([Pd][P](C(C)(C)C)(C(C)(C)C)C(C)(C)C)C(C)(C)C)C. The product is [F:25][C:18]1[C:17]2[NH:9][C:7](=[O:8])[C:3]3[S:4][CH:5]=[CH:6][C:2]=3[C:22]=2[CH:21]=[C:20]([O:23][CH3:24])[CH:19]=1. The yield is 0.800. (4) The reactants are Br[C:2]1[CH:3]=[C:4]([CH:8]([NH:14][C:15]([C@@H:17]2[CH2:22][CH2:21][CH2:20][N:19]([C:23](=[O:39])[CH2:24][CH2:25][CH:26]3[CH2:31][CH2:30][N:29]([C:32]([O:34][C:35]([CH3:38])([CH3:37])[CH3:36])=[O:33])[CH2:28][CH2:27]3)[CH2:18]2)=[O:16])[CH2:9][C:10]([O:12][CH3:13])=[O:11])[CH:5]=[N:6][CH:7]=1.[OH:40][C:41]1[CH:46]=[CH:45][C:44](B(O)O)=[CH:43][CH:42]=1.[F-].[K+]. The catalyst is C1(C)C=CC=CC=1.C(O)C.O.C1C=CC([P]([Pd]([P](C2C=CC=CC=2)(C2C=CC=CC=2)C2C=CC=CC=2)([P](C2C=CC=CC=2)(C2C=CC=CC=2)C2C=CC=CC=2)[P](C2C=CC=CC=2)(C2C=CC=CC=2)C2C=CC=CC=2)(C2C=CC=CC=2)C2C=CC=CC=2)=CC=1. The product is [OH:40][C:41]1[CH:46]=[CH:45][C:44]([C:2]2[CH:3]=[C:4]([CH:8]([NH:14][C:15]([C@@H:17]3[CH2:22][CH2:21][CH2:20][N:19]([C:23](=[O:39])[CH2:24][CH2:25][CH:26]4[CH2:31][CH2:30][N:29]([C:32]([O:34][C:35]([CH3:36])([CH3:37])[CH3:38])=[O:33])[CH2:28][CH2:27]4)[CH2:18]3)=[O:16])[CH2:9][C:10]([O:12][CH3:13])=[O:11])[CH:5]=[N:6][CH:7]=2)=[CH:43][CH:42]=1. The yield is 0.710. (5) The reactants are [N+:1]([C:4]1[CH:5]=[C:6]2[C:10](=[CH:11][CH:12]=1)[NH:9][CH:8]=[CH:7]2)([O-:3])=[O:2].[OH-].[K+].[CH2:15]1[O:25][C:18]2([CH2:23][CH2:22][C:21](=O)[CH2:20][CH2:19]2)[O:17][CH2:16]1. The catalyst is CO. The product is [N+:1]([C:4]1[CH:5]=[C:6]2[C:10](=[CH:11][CH:12]=1)[NH:9][CH:8]=[C:7]2[C:21]1[CH2:22][CH2:23][C:18]2([O:25][CH2:15][CH2:16][O:17]2)[CH2:19][CH:20]=1)([O-:3])=[O:2]. The yield is 0.680. (6) The reactants are [N+:1]([C:4]1[CH:9]=[CH:8][C:7]([OH:10])=[CH:6][CH:5]=1)([O-:3])=[O:2].Cl[CH2:12][C:13]1[O:17][N:16]=[C:15]([C:18]2[CH:23]=[CH:22][CH:21]=[CH:20][CH:19]=2)[N:14]=1.C([O-])([O-])=O.[K+].[K+]. The catalyst is CC(C)=O. The product is [N+:1]([C:4]1[CH:9]=[CH:8][C:7]([O:10][CH2:12][C:13]2[O:17][N:16]=[C:15]([C:18]3[CH:19]=[CH:20][CH:21]=[CH:22][CH:23]=3)[N:14]=2)=[CH:6][CH:5]=1)([O-:3])=[O:2]. The yield is 0.920. (7) The reactants are [CH2:1]([C:3]1[N:7]([C:8]2[N:16]=[C:15]3[C:11]([N:12]=[C:13]([CH:18]=O)[N:14]3[CH3:17])=[C:10]([N:20]3[CH2:25][CH2:24][O:23][CH2:22][CH2:21]3)[N:9]=2)[C:6]2[CH:26]=[CH:27][CH:28]=[CH:29][C:5]=2[N:4]=1)[CH3:2].[CH:30]([N:33]1[CH2:38][CH2:37][NH:36][CH2:35][C:34]1=[O:39])([CH3:32])[CH3:31].CO.C(O[BH-](OC(=O)C)OC(=O)C)(=O)C.[Na+]. The catalyst is ClCCCl. The product is [CH2:1]([C:3]1[N:7]([C:8]2[N:16]=[C:15]3[C:11]([N:12]=[C:13]([CH2:18][N:36]4[CH2:37][CH2:38][N:33]([CH:30]([CH3:32])[CH3:31])[C:34](=[O:39])[CH2:35]4)[N:14]3[CH3:17])=[C:10]([N:20]3[CH2:25][CH2:24][O:23][CH2:22][CH2:21]3)[N:9]=2)[C:6]2[CH:26]=[CH:27][CH:28]=[CH:29][C:5]=2[N:4]=1)[CH3:2]. The yield is 0.220.